This data is from Retrosynthesis with 50K atom-mapped reactions and 10 reaction types from USPTO. The task is: Predict the reactants needed to synthesize the given product. Given the product Cn1cncc1C(O)(c1ccc(Cl)cc1)c1ccc2nc(O)c(Cc3ccc(-n4cccn4)cc3)c(Cl)c2c1, predict the reactants needed to synthesize it. The reactants are: COc1nc2ccc(C(O)(c3ccc(Cl)cc3)c3cncn3C)cc2c(Cl)c1Cc1ccc(-n2cccn2)cc1.